This data is from Reaction yield outcomes from USPTO patents with 853,638 reactions. The task is: Predict the reaction yield, written as a fraction of the theoretical maximum amount of product (1.0 means a 100% yield; for example, 0.34 means a 34% yield). (1) The reactants are [NH2:1][C@@H:2]1[C:11]2[C:6](=[CH:7][CH:8]=[CH:9][CH:10]=2)[C@H:5]([OH:12])[CH2:4][CH2:3]1.[H-].[Na+].F[C:16]1[CH:17]=[CH:18][C:19]2[N:20]([C:22]([C@@H:25]3[CH2:29][C:28]([CH3:31])([CH3:30])[CH2:27][N:26]3[CH3:32])=[N:23][N:24]=2)[CH:21]=1.N. The catalyst is CN(C=O)C.CO.C(Cl)Cl. The product is [CH3:32][N:26]1[CH2:27][C:28]([CH3:31])([CH3:30])[CH2:29][C@H:25]1[C:22]1[N:20]2[CH:21]=[C:16]([O:12][C@H:5]3[C:6]4[C:11](=[CH:10][CH:9]=[CH:8][CH:7]=4)[C@@H:2]([NH2:1])[CH2:3][CH2:4]3)[CH:17]=[CH:18][C:19]2=[N:24][N:23]=1. The yield is 0.740. (2) The reactants are [NH2:1][C:2]1[CH:7]=[C:6]([Cl:8])[C:5]([OH:9])=[C:4]([Cl:10])[CH:3]=1.CC(C)([O-:14])C.[K+].Cl[C:18]1[N:19]=[N:20][C:21](Cl)=[CH:22][C:23]=1[CH:24]([CH3:26])[CH3:25].[Cl-].[Na+].[C:30]1(=O)[O:35][C:33](=[O:34])[C:32]2=[CH:36][CH:37]=[CH:38][CH:39]=[C:31]12.C([O-])(=O)C.[Na+]. The catalyst is CN(C)C(=O)C.C(OC)(C)(C)C.O. The product is [Cl:8][C:6]1[CH:7]=[C:2]([N:1]2[C:30](=[O:35])[C:31]3[C:32](=[CH:36][CH:37]=[CH:38][CH:39]=3)[C:33]2=[O:34])[CH:3]=[C:4]([Cl:10])[C:5]=1[O:9][C:21]1[CH:22]=[C:23]([CH:24]([CH3:26])[CH3:25])[C:18](=[O:14])[NH:19][N:20]=1. The yield is 0.680.